Predict the reaction yield, written as a fraction of the theoretical maximum amount of product (1.0 means a 100% yield; for example, 0.34 means a 34% yield). From a dataset of Reaction yield outcomes from USPTO patents with 853,638 reactions. (1) The reactants are CS(O[CH2:6][C:7]1[CH:12]=[CH:11][CH:10]=[C:9]([CH2:13][CH2:14][CH2:15][O:16][CH:17]2[CH2:22][CH2:21][CH2:20][CH2:19][O:18]2)[CH:8]=1)(=O)=O.[Br-:23].[Li+].C(=O)(O)[O-].[Na+]. The catalyst is O1CCCC1. The product is [Br:23][CH2:6][C:7]1[CH:8]=[C:9]([CH2:13][CH2:14][CH2:15][O:16][CH:17]2[CH2:22][CH2:21][CH2:20][CH2:19][O:18]2)[CH:10]=[CH:11][CH:12]=1. The yield is 0.750. (2) The reactants are [Cl:1][C:2]1[CH:3]=[C:4]([NH:11][S:12]([C:15]2[CH:20]=[CH:19][C:18]([Cl:21])=[C:17]([C:22]([F:25])([F:24])[F:23])[CH:16]=2)(=[O:14])=[O:13])[C:5]([C:8]([OH:10])=O)=[N:6][CH:7]=1.F[P-](F)(F)(F)(F)F.N1(O[P+](N(C)C)(N(C)C)N(C)C)C2C=[CH:39][CH:40]=[CH:41][C:36]=2[N:35]=N1.CN(C=[O:57])C.CCN(CC)CC. The catalyst is CCOC(C)=O. The product is [Cl:21][C:18]1[CH:19]=[CH:20][C:15]([S:12]([NH:11][C:4]2[C:5]([C:8]([N:35]3[CH2:36][CH2:41][CH:40]([OH:57])[CH2:39]3)=[O:10])=[N:6][CH:7]=[C:2]([Cl:1])[CH:3]=2)(=[O:14])=[O:13])=[CH:16][C:17]=1[C:22]([F:23])([F:24])[F:25]. The yield is 0.430.